From a dataset of Reaction yield outcomes from USPTO patents with 853,638 reactions. Predict the reaction yield, written as a fraction of the theoretical maximum amount of product (1.0 means a 100% yield; for example, 0.34 means a 34% yield). (1) The reactants are Cl.[CH3:2][C:3]1([CH3:16])[CH2:8][O:7][C:6]2([CH2:13][CH2:12][CH:11]([NH:14][CH3:15])[CH2:10][CH2:9]2)[O:5][CH2:4]1.[C:25](O[C:25]([O:27][C:28]([CH3:31])([CH3:30])[CH3:29])=[O:26])([O:27][C:28]([CH3:31])([CH3:30])[CH3:29])=[O:26].C(N(CC)CC)C. The catalyst is C1COCC1.CN(C1C=CN=CC=1)C.C([O-])(O)=O.[Na+]. The product is [C:28]([O:27][C:25](=[O:26])[N:14]([CH:11]1[CH2:10][CH2:9][C:6]2([O:5][CH2:4][C:3]([CH3:16])([CH3:2])[CH2:8][O:7]2)[CH2:13][CH2:12]1)[CH3:15])([CH3:29])([CH3:30])[CH3:31]. The yield is 0.910. (2) The reactants are [BH4-].[Na+].[CH3:3][C:4]1[CH:5]=[C:6]([C:11](=[O:13])[CH3:12])[CH:7]=[C:8]([CH3:10])[CH:9]=1. The catalyst is C(O)(C)C.CO. The product is [CH3:3][C:4]1[CH:5]=[C:6]([CH:11]([OH:13])[CH3:12])[CH:7]=[C:8]([CH3:10])[CH:9]=1. The yield is 0.940. (3) The catalyst is C(O)C.O. The product is [OH:19][NH:18][C:11](=[NH:12])[CH2:10][CH2:9][CH2:8][N:7]1[C:6]2[CH:13]=[CH:14][CH:15]=[CH:16][C:5]=2[N:4]=[C:3]1[CH2:2][OH:1]. The reactants are [OH:1][CH2:2][C:3]1[N:7]([CH2:8][CH2:9][CH2:10][C:11]#[N:12])[C:6]2[CH:13]=[CH:14][CH:15]=[CH:16][C:5]=2[N:4]=1.Cl.[NH2:18][OH:19].C(=O)([O-])[O-].[K+].[K+]. The yield is 0.780. (4) The reactants are [CH2:1]([O:3][C:4](=[O:26])[C:5]([C:7]1[C:15]2[C:10](=[CH:11][C:12]([O:16]CC3C=CC=CC=3)=[CH:13][CH:14]=2)[N:9]([CH2:24][CH3:25])[CH:8]=1)=O)[CH3:2]. The catalyst is O1CCOCC1. The product is [CH2:1]([O:3][C:4](=[O:26])[CH2:5][C:7]1[C:15]2[C:10](=[CH:11][C:12]([OH:16])=[CH:13][CH:14]=2)[N:9]([CH2:24][CH3:25])[CH:8]=1)[CH3:2]. The yield is 0.950.